This data is from NCI-60 drug combinations with 297,098 pairs across 59 cell lines. The task is: Regression. Given two drug SMILES strings and cell line genomic features, predict the synergy score measuring deviation from expected non-interaction effect. (1) Drug 1: CC1=C(C(CCC1)(C)C)C=CC(=CC=CC(=CC(=O)O)C)C. Drug 2: CC1CCC2CC(C(=CC=CC=CC(CC(C(=O)C(C(C(=CC(C(=O)CC(OC(=O)C3CCCCN3C(=O)C(=O)C1(O2)O)C(C)CC4CCC(C(C4)OC)OCCO)C)C)O)OC)C)C)C)OC. Cell line: HCT116. Synergy scores: CSS=5.61, Synergy_ZIP=-4.94, Synergy_Bliss=-8.48, Synergy_Loewe=-3.62, Synergy_HSA=-5.49. (2) Drug 1: CS(=O)(=O)C1=CC(=C(C=C1)C(=O)NC2=CC(=C(C=C2)Cl)C3=CC=CC=N3)Cl. Drug 2: CS(=O)(=O)OCCCCOS(=O)(=O)C. Cell line: SF-539. Synergy scores: CSS=1.75, Synergy_ZIP=-2.94, Synergy_Bliss=-2.79, Synergy_Loewe=-2.69, Synergy_HSA=-2.58. (3) Drug 1: CC(CN1CC(=O)NC(=O)C1)N2CC(=O)NC(=O)C2. Drug 2: CC1=C2C(C(=O)C3(C(CC4C(C3C(C(C2(C)C)(CC1OC(=O)C(C(C5=CC=CC=C5)NC(=O)C6=CC=CC=C6)O)O)OC(=O)C7=CC=CC=C7)(CO4)OC(=O)C)O)C)OC(=O)C. Cell line: SR. Synergy scores: CSS=59.4, Synergy_ZIP=-7.17, Synergy_Bliss=-9.72, Synergy_Loewe=-7.79, Synergy_HSA=-4.84. (4) Drug 1: CC(CN1CC(=O)NC(=O)C1)N2CC(=O)NC(=O)C2. Drug 2: C1C(C(OC1N2C=NC(=NC2=O)N)CO)O. Cell line: SK-MEL-2. Synergy scores: CSS=34.6, Synergy_ZIP=-3.45, Synergy_Bliss=0.790, Synergy_Loewe=2.97, Synergy_HSA=3.85. (5) Drug 1: C1=CC=C(C(=C1)C(C2=CC=C(C=C2)Cl)C(Cl)Cl)Cl. Drug 2: C(CCl)NC(=O)N(CCCl)N=O. Cell line: HL-60(TB). Synergy scores: CSS=13.4, Synergy_ZIP=-3.04, Synergy_Bliss=1.63, Synergy_Loewe=1.74, Synergy_HSA=2.40. (6) Drug 1: C1=NC2=C(N=C(N=C2N1C3C(C(C(O3)CO)O)F)Cl)N. Drug 2: C1CN(P(=O)(OC1)NCCCl)CCCl. Cell line: UACC62. Synergy scores: CSS=-2.38, Synergy_ZIP=0.576, Synergy_Bliss=-0.677, Synergy_Loewe=-2.84, Synergy_HSA=-3.09. (7) Drug 1: C1=CC(=CC=C1C#N)C(C2=CC=C(C=C2)C#N)N3C=NC=N3. Drug 2: C(CC(=O)O)C(=O)CN.Cl. Cell line: HT29. Synergy scores: CSS=0.817, Synergy_ZIP=-1.60, Synergy_Bliss=-2.48, Synergy_Loewe=-10.6, Synergy_HSA=-5.12. (8) Drug 1: CS(=O)(=O)C1=CC(=C(C=C1)C(=O)NC2=CC(=C(C=C2)Cl)C3=CC=CC=N3)Cl. Drug 2: CC(C)CN1C=NC2=C1C3=CC=CC=C3N=C2N. Cell line: NCI-H322M. Synergy scores: CSS=-9.09, Synergy_ZIP=0.984, Synergy_Bliss=-8.35, Synergy_Loewe=-12.5, Synergy_HSA=-12.5. (9) Drug 1: C1CN(P(=O)(OC1)NCCCl)CCCl. Drug 2: CC1C(C(CC(O1)OC2CC(CC3=C2C(=C4C(=C3O)C(=O)C5=C(C4=O)C(=CC=C5)OC)O)(C(=O)CO)O)N)O.Cl. Cell line: RPMI-8226. Synergy scores: CSS=40.9, Synergy_ZIP=-1.55, Synergy_Bliss=-2.89, Synergy_Loewe=-14.7, Synergy_HSA=-0.679. (10) Drug 1: CN1C(=O)N2C=NC(=C2N=N1)C(=O)N. Drug 2: CC1=C2C(C(=O)C3(C(CC4C(C3C(C(C2(C)C)(CC1OC(=O)C(C(C5=CC=CC=C5)NC(=O)OC(C)(C)C)O)O)OC(=O)C6=CC=CC=C6)(CO4)OC(=O)C)O)C)O. Cell line: MCF7. Synergy scores: CSS=-1.94, Synergy_ZIP=-0.513, Synergy_Bliss=-3.60, Synergy_Loewe=-3.81, Synergy_HSA=-4.54.